From a dataset of Reaction yield outcomes from USPTO patents with 853,638 reactions. Predict the reaction yield, written as a fraction of the theoretical maximum amount of product (1.0 means a 100% yield; for example, 0.34 means a 34% yield). (1) The reactants are [N:1]([C@@H:4]([C:7]1[CH:8]=[N:9][C:10]([CH:13]([F:15])[F:14])=[CH:11][CH:12]=1)[CH2:5][OH:6])=[N+]=[N-].C1C=CC(P(C2C=CC=CC=2)C2C=CC=CC=2)=CC=1.O.Cl. The catalyst is C1COCC1. The product is [NH2:1][C@@H:4]([C:7]1[CH:8]=[N:9][C:10]([CH:13]([F:15])[F:14])=[CH:11][CH:12]=1)[CH2:5][OH:6]. The yield is 0.850. (2) The reactants are [CH3:1][Si:2]([C:5]#[CH:6])([CH3:4])[CH3:3].I[C:8]1[C:16]2[C:11](=[N:12][CH:13]=[C:14]([C:17]3[CH:22]=[CH:21][C:20]([S:23]([CH:26]([CH3:28])[CH3:27])(=[O:25])=[O:24])=[CH:19][CH:18]=3)[N:15]=2)[N:10]([S:29]([C:32]2[CH:37]=[CH:36][C:35]([CH3:38])=[CH:34][CH:33]=2)(=[O:31])=[O:30])[CH:9]=1.C(N(CC)CC)C. The catalyst is CN(C=O)C.[Cu]I.C1C=CC([P]([Pd]([P](C2C=CC=CC=2)(C2C=CC=CC=2)C2C=CC=CC=2)([P](C2C=CC=CC=2)(C2C=CC=CC=2)C2C=CC=CC=2)[P](C2C=CC=CC=2)(C2C=CC=CC=2)C2C=CC=CC=2)(C2C=CC=CC=2)C2C=CC=CC=2)=CC=1. The product is [CH:26]([S:23]([C:20]1[CH:19]=[CH:18][C:17]([C:14]2[N:15]=[C:16]3[C:8]([C:6]#[C:5][Si:2]([CH3:4])([CH3:3])[CH3:1])=[CH:9][N:10]([S:29]([C:32]4[CH:33]=[CH:34][C:35]([CH3:38])=[CH:36][CH:37]=4)(=[O:30])=[O:31])[C:11]3=[N:12][CH:13]=2)=[CH:22][CH:21]=1)(=[O:24])=[O:25])([CH3:28])[CH3:27]. The yield is 0.560. (3) The reactants are [OH-].[K+].[CH:3]1([CH:8]([C:14]([O:16]CC)=[O:15])[C:9]([O:11][CH2:12][CH3:13])=[O:10])[CH2:7][CH2:6][CH2:5][CH2:4]1.Cl. The catalyst is O.C(O)C. The product is [CH:3]1([CH:8]([C:9]([O:11][CH2:12][CH3:13])=[O:10])[C:14]([OH:16])=[O:15])[CH2:4][CH2:5][CH2:6][CH2:7]1. The yield is 0.960. (4) The reactants are [C:1]([O:5][C:6](=[O:20])[N:7]([C:9]1[CH:14]=[C:13]([O:15][CH3:16])[CH:12]=[CH:11][C:10]=1[N+:17]([O-])=O)[CH3:8])([CH3:4])([CH3:3])[CH3:2].[H][H]. The catalyst is C1(C)C=CC=CC=1.[Pd]. The product is [C:1]([O:5][C:6](=[O:20])[N:7]([C:9]1[CH:14]=[C:13]([O:15][CH3:16])[CH:12]=[CH:11][C:10]=1[NH2:17])[CH3:8])([CH3:4])([CH3:2])[CH3:3]. The yield is 0.850. (5) The reactants are [CH2:1]1[O:9][C:8]2[CH:7]=[CH:6][C:5]([CH:10](O)[CH3:11])=[CH:4][C:3]=2[O:2]1.[C:13]([O:16]C(=O)C)(=[O:15])[CH3:14]. The catalyst is N1C=CC=CC=1. The product is [C:13]([O:16][CH2:11][CH2:10][C:5]1[CH:6]=[CH:7][C:8]2[O:9][CH2:1][O:2][C:3]=2[CH:4]=1)(=[O:15])[CH3:14]. The yield is 0.810. (6) The reactants are [O:1]=[C:2]1[C:7]2=[CH:8][C:9]3[C:14]([N:6]2[CH2:5][CH2:4][CH2:3]1)=[CH:13][C:12]([C:15]([OH:17])=O)=[CH:11][CH:10]=3.CN(C(ON1N=[N:33][C:28]2[CH:29]=[CH:30][CH:31]=[N:32][C:27]1=2)=[N+](C)C)C.F[P-](F)(F)(F)(F)F.N1C=CC=C(N)C=1.O. The catalyst is CN(C=O)C.CN(C1C=CN=CC=1)C. The product is [N:32]1[CH:31]=[CH:30][CH:29]=[C:28]([NH:33][C:15]([C:12]2[CH:13]=[C:14]3[C:9]([CH:8]=[C:7]4[C:2](=[O:1])[CH2:3][CH2:4][CH2:5][N:6]43)=[CH:10][CH:11]=2)=[O:17])[CH:27]=1. The yield is 0.200.